This data is from Catalyst prediction with 721,799 reactions and 888 catalyst types from USPTO. The task is: Predict which catalyst facilitates the given reaction. (1) Reactant: O1[CH2:5][CH2:4][CH2:3]N1.B(O)O.O[C:10]([C:13](O)([CH3:15])[CH3:14])([CH3:12])[CH3:11].[C:17]([O-])(=O)[CH3:18].[K+].[C:22](=O)([O-])[O-].[Cs+].[Cs+]. Product: [C:10]1([C:13]2[CH:15]=[CH:18][CH:17]=[CH:22][CH:14]=2)[CH:12]=[CH:5][CH:4]=[CH:3][CH:11]=1. The catalyst class is: 418. (2) Reactant: [CH3:1][N:2]1[C:6]([OH:7])=[CH:5][C:4]([CH:8]([CH3:10])[CH3:9])=[N:3]1.C[O:12][C:13](OC)(OC)[CH3:14]. Product: [OH:7][C:6]1[N:2]([CH3:1])[N:3]=[C:4]([CH:8]([CH3:10])[CH3:9])[C:5]=1[C:13](=[O:12])[CH3:14]. The catalyst class is: 5. (3) Reactant: C(O[C:4]([C:6]1[N:11]=[C:10]([C:12]2[CH:17]=[CH:16][C:15]([N:18]3[CH2:23][CH2:22][O:21][CH2:20][CH2:19]3)=[CH:14][CH:13]=2)[C:9]2[S:24][C:25]([C:27]3[CH:32]=[CH:31][CH:30]=[CH:29][CH:28]=3)=[N:26][C:8]=2[C:7]=1[OH:33])=[O:5])C.[NH2:34][CH2:35][C:36]([OH:38])=[O:37]. Product: [OH:33][C:7]1[C:8]2[N:26]=[C:25]([C:27]3[CH:28]=[CH:29][CH:30]=[CH:31][CH:32]=3)[S:24][C:9]=2[C:10]([C:12]2[CH:17]=[CH:16][C:15]([N:18]3[CH2:19][CH2:20][O:21][CH2:22][CH2:23]3)=[CH:14][CH:13]=2)=[N:11][C:6]=1[C:4]([NH:34][CH2:35][C:36]([OH:38])=[O:37])=[O:5]. The catalyst class is: 779. (4) Reactant: [CH2:1]([O:3][C:4]1[C:8]([CH2:9][CH2:10][CH2:11][OH:12])=[CH:7][N:6]([C:13]2[CH:18]=[CH:17][C:16]([C:19]([F:22])([F:21])[F:20])=[CH:15][N:14]=2)[N:5]=1)[CH3:2].O[C:24]1[C:28]([CH2:29][C:30]([O:32]C)=[O:31])=[CH:27][N:26]([C:34]2[CH:39]=[CH:38][CH:37]=[CH:36][CH:35]=2)[N:25]=1.C(P(CCCC)CCCC)CCC.N(C(N1CCCCC1)=O)=NC(N1CCCCC1)=O. Product: [CH2:1]([O:3][C:4]1[C:8]([CH2:9][CH2:10][CH2:11][O:12][C:24]2[C:28]([CH2:29][C:30]([OH:32])=[O:31])=[CH:27][N:26]([C:34]3[CH:39]=[CH:38][CH:37]=[CH:36][CH:35]=3)[N:25]=2)=[CH:7][N:6]([C:13]2[CH:18]=[CH:17][C:16]([C:19]([F:21])([F:20])[F:22])=[CH:15][N:14]=2)[N:5]=1)[CH3:2]. The catalyst class is: 7.